This data is from Catalyst prediction with 721,799 reactions and 888 catalyst types from USPTO. The task is: Predict which catalyst facilitates the given reaction. (1) Reactant: C(OC([N:8]1[CH2:12][C@H:11]([S:13][C:14](=[O:16])[CH3:15])[CH2:10][C@H:9]1[C:17](=[O:35])[N:18]([CH2:20][C:21](=[O:34])[N:22]([C:24]1[CH:29]=[CH:28][C:27]([C:30]([O:32][CH3:33])=[O:31])=[CH:26][CH:25]=1)[CH3:23])[CH3:19])=O)(C)(C)C.C(O)(C(F)(F)F)=O. Product: [CH3:33][O:32][C:30](=[O:31])[C:27]1[CH:28]=[CH:29][C:24]([N:22]([C:21](=[O:34])[CH2:20][N:18]([C:17]([C@@H:9]2[CH2:10][C@@H:11]([S:13][C:14](=[O:16])[CH3:15])[CH2:12][NH:8]2)=[O:35])[CH3:19])[CH3:23])=[CH:25][CH:26]=1. The catalyst class is: 2. (2) Reactant: ClC1C=C(Cl)C=CC=1SC(C)(C)C(N1CCN(C(C2C=C(C=CC=2F)C[C:25]2[C:34]3[C:29](=[CH:30][CH:31]=[CH:32][CH:33]=3)[C:28](=[O:35])[NH:27][N:26]=2)=O)CC1)=O.OOS([O-])=O.[K+].C(OCC)(=O)C. Product: [C:28]1(=[O:35])[C:29]2[C:34](=[CH:33][CH:32]=[CH:31][CH:30]=2)[CH:25]=[N:26][NH:27]1. The catalyst class is: 24. (3) Reactant: [CH3:1][O:2][C:3](=[O:16])[C:4]1[CH:9]=[C:8](I)[C:7]([C:11]([F:14])([F:13])[F:12])=[CH:6][C:5]=1[NH2:15].[CH2:17]([O:24][N:25]1[C:29]([Sn](CCCC)(CCCC)CCCC)=[CH:28][CH:27]=[N:26]1)[C:18]1[CH:23]=[CH:22][CH:21]=[CH:20][CH:19]=1. Product: [CH3:1][O:2][C:3](=[O:16])[C:4]1[CH:9]=[C:8]([C:29]2[N:25]([O:24][CH2:17][C:18]3[CH:23]=[CH:22][CH:21]=[CH:20][CH:19]=3)[N:26]=[CH:27][CH:28]=2)[C:7]([C:11]([F:14])([F:13])[F:12])=[CH:6][C:5]=1[NH2:15]. The catalyst class is: 75. (4) Reactant: [F:1][C:2]1[CH:7]=[CH:6][C:5]([C:8](=[O:17])[CH2:9][C:10]2[CH:15]=[CH:14][N:13]=[C:12]([F:16])[CH:11]=2)=[CH:4][CH:3]=1.C([O:22][N:23]=O)(C)(C)C.Cl. The catalyst class is: 8. Product: [F:1][C:2]1[CH:3]=[CH:4][C:5]([C:8](=[O:17])[C:9]([C:10]2[CH:15]=[CH:14][N:13]=[C:12]([F:16])[CH:11]=2)=[N:23][OH:22])=[CH:6][CH:7]=1. (5) Reactant: [NH2:1][C:2]([CH2:21][OH:22])([CH2:5][CH2:6][C:7]1[CH:12]=[CH:11][C:10]([CH2:13][CH2:14][CH2:15][CH2:16][CH2:17][CH2:18][CH2:19][CH3:20])=[CH:9][CH:8]=1)[CH2:3][OH:4].Cl[C:24]([O:26][CH2:27][C:28]1[CH:33]=[CH:32][CH:31]=[CH:30][CH:29]=1)=[O:25]. Product: [CH2:27]([O:26][C:24]([NH:1][C:2]([CH2:3][OH:4])([CH2:5][CH2:6][C:7]1[CH:8]=[CH:9][C:10]([CH2:13][CH2:14][CH2:15][CH2:16][CH2:17][CH2:18][CH2:19][CH3:20])=[CH:11][CH:12]=1)[CH2:21][OH:22])=[O:25])[C:28]1[CH:33]=[CH:32][CH:31]=[CH:30][CH:29]=1. The catalyst class is: 161. (6) Reactant: [CH3:1][O:2][C:3]([C:5]1[CH:10]=[C:9]([C:11]([O:13]C)=[O:12])[N:8]=[CH:7][N:6]=1)=[O:4].[OH-].[Na+].Cl. Product: [CH3:1][O:2][C:3]([C:5]1[CH:10]=[C:9]([C:11]([OH:13])=[O:12])[N:8]=[CH:7][N:6]=1)=[O:4]. The catalyst class is: 71. (7) Reactant: [F:1][CH:2]1[CH2:5][N:4]([C:6]2[N:11]=[CH:10][N:9]=[C:8]3[N:12]([CH3:21])[N:13]=[C:14]([C:15]4[CH:16]=[N:17][N:18]([CH3:20])[CH:19]=4)[C:7]=23)[CH2:3]1.Br[C:23]1[CH:28]=[CH:27][C:26]([CH:29]2[CH2:31][CH2:30]2)=[CH:25][CH:24]=1.C(=O)([O-])[O-].[K+].[K+]. Product: [CH:29]1([C:26]2[CH:27]=[CH:28][C:23]([C:19]3[N:18]([CH3:20])[N:17]=[CH:16][C:15]=3[C:14]3[C:7]4[C:8](=[N:9][CH:10]=[N:11][C:6]=4[N:4]4[CH2:3][CH:2]([F:1])[CH2:5]4)[N:12]([CH3:21])[N:13]=3)=[CH:24][CH:25]=2)[CH2:31][CH2:30]1. The catalyst class is: 160. (8) Reactant: [CH:1]1([C:4](=O)[CH2:5][C:6]#[N:7])[CH2:3][CH2:2]1.O.[NH2:10][NH2:11]. Product: [CH:1]1([C:4]2[CH:5]=[C:6]([NH2:7])[NH:11][N:10]=2)[CH2:3][CH2:2]1. The catalyst class is: 5. (9) Reactant: [CH3:1][N:2]1[CH2:6][C:5]23[CH:11]([CH2:12][CH2:13][CH:4]2[CH2:3]1)[C:10]1[CH:14]=[CH:15][C:16]([C:18]2[CH:19]=[C:20]([C:24](=O)[CH3:25])[CH:21]=[CH:22][CH:23]=2)=[CH:17][C:9]=1[CH2:8][CH2:7]3.Cl.[NH2:28][OH:29].N1C=CC=CC=1. Product: [CH3:1][N:2]1[CH2:6][C:5]23[CH:11]([CH2:12][CH2:13][CH:4]2[CH2:3]1)[C:10]1[CH:14]=[CH:15][C:16]([C:18]2[CH:19]=[C:20]([C:24](=[N:28][OH:29])[CH3:25])[CH:21]=[CH:22][CH:23]=2)=[CH:17][C:9]=1[CH2:8][CH2:7]3. The catalyst class is: 8.